Dataset: NCI-60 drug combinations with 297,098 pairs across 59 cell lines. Task: Regression. Given two drug SMILES strings and cell line genomic features, predict the synergy score measuring deviation from expected non-interaction effect. (1) Drug 1: CCC1=CC2CC(C3=C(CN(C2)C1)C4=CC=CC=C4N3)(C5=C(C=C6C(=C5)C78CCN9C7C(C=CC9)(C(C(C8N6C)(C(=O)OC)O)OC(=O)C)CC)OC)C(=O)OC.C(C(C(=O)O)O)(C(=O)O)O. Drug 2: C(CN)CNCCSP(=O)(O)O. Cell line: IGROV1. Synergy scores: CSS=26.8, Synergy_ZIP=-8.57, Synergy_Bliss=-1.64, Synergy_Loewe=-73.7, Synergy_HSA=-4.59. (2) Drug 1: CN1C2=C(C=C(C=C2)N(CCCl)CCCl)N=C1CCCC(=O)O.Cl. Drug 2: C#CCC(CC1=CN=C2C(=N1)C(=NC(=N2)N)N)C3=CC=C(C=C3)C(=O)NC(CCC(=O)O)C(=O)O. Cell line: CCRF-CEM. Synergy scores: CSS=-5.23, Synergy_ZIP=4.08, Synergy_Bliss=2.66, Synergy_Loewe=-1.93, Synergy_HSA=-2.68. (3) Drug 1: CN(C)C1=NC(=NC(=N1)N(C)C)N(C)C. Drug 2: CCN(CC)CCCC(C)NC1=C2C=C(C=CC2=NC3=C1C=CC(=C3)Cl)OC. Cell line: UO-31. Synergy scores: CSS=7.97, Synergy_ZIP=0.511, Synergy_Bliss=5.58, Synergy_Loewe=1.13, Synergy_HSA=3.90. (4) Drug 1: CC1C(C(CC(O1)OC2CC(CC3=C2C(=C4C(=C3O)C(=O)C5=C(C4=O)C(=CC=C5)OC)O)(C(=O)C)O)N)O.Cl. Drug 2: CC(C)(C#N)C1=CC(=CC(=C1)CN2C=NC=N2)C(C)(C)C#N. Cell line: HL-60(TB). Synergy scores: CSS=28.7, Synergy_ZIP=1.41, Synergy_Bliss=2.15, Synergy_Loewe=-32.4, Synergy_HSA=1.17. (5) Drug 1: C(CN)CNCCSP(=O)(O)O. Drug 2: B(C(CC(C)C)NC(=O)C(CC1=CC=CC=C1)NC(=O)C2=NC=CN=C2)(O)O. Cell line: 786-0. Synergy scores: CSS=45.7, Synergy_ZIP=2.02, Synergy_Bliss=2.77, Synergy_Loewe=-54.4, Synergy_HSA=-0.161.